This data is from Forward reaction prediction with 1.9M reactions from USPTO patents (1976-2016). The task is: Predict the product of the given reaction. Given the reactants [C:1]([O:5][C:6]([N:8]1[CH2:13][CH2:12][CH:11]([NH:14][C:15]2[CH:20]=[CH:19][C:18]([CH2:21][N:22]([C@H:29]([C:31]([CH3:34])([CH3:33])[CH3:32])[CH3:30])[C:23](=[O:28])[C:24]([F:27])([F:26])[F:25])=[CH:17][C:16]=2[N+:35]([O-])=O)[CH2:10][CH2:9]1)=[O:7])([CH3:4])([CH3:3])[CH3:2], predict the reaction product. The product is: [NH2:35][C:16]1[CH:17]=[C:18]([CH2:21][N:22]([C@H:29]([C:31]([CH3:34])([CH3:33])[CH3:32])[CH3:30])[C:23](=[O:28])[C:24]([F:27])([F:26])[F:25])[CH:19]=[CH:20][C:15]=1[NH:14][CH:11]1[CH2:10][CH2:9][N:8]([C:6]([O:5][C:1]([CH3:2])([CH3:4])[CH3:3])=[O:7])[CH2:13][CH2:12]1.